From a dataset of Full USPTO retrosynthesis dataset with 1.9M reactions from patents (1976-2016). Predict the reactants needed to synthesize the given product. (1) Given the product [CH3:1][O:2][C:3](=[O:25])[CH2:4][C:5]1[CH:10]=[CH:9][C:8]([O:11][CH3:12])=[C:7]([O:13][C:14]2[CH:19]=[CH:18][C:17]([Br:20])=[CH:16][C:15]=2[CH2:21][N:22]([CH2:23][CH3:24])[C:27]([O:29][CH3:30])=[O:28])[CH:6]=1, predict the reactants needed to synthesize it. The reactants are: [CH3:1][O:2][C:3](=[O:25])[CH2:4][C:5]1[CH:10]=[CH:9][C:8]([O:11][CH3:12])=[C:7]([O:13][C:14]2[CH:19]=[CH:18][C:17]([Br:20])=[CH:16][C:15]=2[CH2:21][NH:22][CH2:23][CH3:24])[CH:6]=1.Cl[C:27]([O:29][CH3:30])=[O:28]. (2) Given the product [Br:34][C:30]1[C:29]2[CH:28]=[CH:27][C:26]([Cl:35])=[C:25]([NH:24][C:2]3[C:11]4[C:6](=[CH:7][C:8]([O:14][CH2:15][CH2:16][CH2:17][N:18]5[CH2:23][CH2:22][O:21][CH2:20][CH2:19]5)=[C:9]([O:12][CH3:13])[CH:10]=4)[N:5]=[CH:4][N:3]=3)[C:33]=2[O:32][CH:31]=1, predict the reactants needed to synthesize it. The reactants are: Cl[C:2]1[C:11]2[C:6](=[CH:7][C:8]([O:14][CH2:15][CH2:16][CH2:17][N:18]3[CH2:23][CH2:22][O:21][CH2:20][CH2:19]3)=[C:9]([O:12][CH3:13])[CH:10]=2)[N:5]=[CH:4][N:3]=1.[NH2:24][C:25]1[C:33]2[O:32][CH:31]=[C:30]([Br:34])[C:29]=2[CH:28]=[CH:27][C:26]=1[Cl:35]. (3) Given the product [C:1]([O:5][C:6]([N:8]1[CH2:13][CH2:12][CH2:11][C@H:10]([NH:14][C:15]([C:17]2[C:21]([NH:22][C:23]([NH:25][CH2:35][C:34]([F:38])([F:37])[F:33])=[O:24])=[CH:20][N:19]([C:26]3[CH:31]=[CH:30][CH:29]=[C:28]([F:32])[CH:27]=3)[CH:18]=2)=[O:16])[CH2:9]1)=[O:7])([CH3:4])([CH3:2])[CH3:3], predict the reactants needed to synthesize it. The reactants are: [C:1]([O:5][C:6]([N:8]1[CH2:13][CH2:12][CH2:11][C@H:10]([NH:14][C:15]([C:17]2[C:21]([NH:22][C:23]([NH2:25])=[O:24])=[CH:20][N:19]([C:26]3[CH:31]=[CH:30][CH:29]=[C:28]([F:32])[CH:27]=3)[CH:18]=2)=[O:16])[CH2:9]1)=[O:7])([CH3:4])([CH3:3])[CH3:2].[F:33][C:34]([F:38])([F:37])[CH2:35]N.C(OCC)(=O)C. (4) The reactants are: Cl[C:2]1[CH:7]=[C:6]([O:8][C:9]2[CH:10]=[C:11]([C:19]([O:21][CH3:22])=[O:20])[C:12]3[C:17]([CH:18]=2)=[CH:16][CH:15]=[CH:14][CH:13]=3)[CH:5]=[CH:4][N:3]=1.[CH:23]1([C:26]([NH2:28])=[O:27])[CH2:25][CH2:24]1.C([O-])([O-])=O.[Cs+].[Cs+].[NH4+].[Cl-]. Given the product [CH:23]1([C:26]([NH:28][C:2]2[CH:7]=[C:6]([O:8][C:9]3[CH:10]=[C:11]([C:19]([O:21][CH3:22])=[O:20])[C:12]4[C:17]([CH:18]=3)=[CH:16][CH:15]=[CH:14][CH:13]=4)[CH:5]=[CH:4][N:3]=2)=[O:27])[CH2:25][CH2:24]1, predict the reactants needed to synthesize it. (5) Given the product [NH2:1][C:4]1[CH:5]=[C:6]([S:10]([N:13]([C:20]2[CH:25]=[CH:24][CH:23]=[CH:22][C:21]=2[C:26]([OH:43])([C:39]([F:42])([F:41])[F:40])[C:27]#[C:28][C:29]2[CH:30]=[CH:31][C:32]([S:35]([CH3:38])(=[O:37])=[O:36])=[CH:33][CH:34]=2)[CH2:14][CH2:15][C:16]([F:19])([F:18])[F:17])(=[O:11])=[O:12])[CH:7]=[CH:8][CH:9]=1, predict the reactants needed to synthesize it. The reactants are: [N+:1]([C:4]1[CH:5]=[C:6]([S:10]([N:13]([C:20]2[CH:25]=[CH:24][CH:23]=[CH:22][C:21]=2[C:26]([OH:43])([C:39]([F:42])([F:41])[F:40])[C:27]#[C:28][C:29]2[CH:34]=[CH:33][C:32]([S:35]([CH3:38])(=[O:37])=[O:36])=[CH:31][CH:30]=2)[CH2:14][CH2:15][C:16]([F:19])([F:18])[F:17])(=[O:12])=[O:11])[CH:7]=[CH:8][CH:9]=1)([O-])=O.O.O.[Sn](Cl)Cl. (6) The reactants are: [CH:1](=O)[CH:2]([CH3:4])[CH3:3].Cl.[CH3:7][N:8]1[C:17]2[NH:16][C:15]3[CH:18]=[C:19]([CH3:22])[CH:20]=[CH:21][C:14]=3[N:13]([C:23]([C:25]3[CH:30]=[CH:29][C:28]([O:31][CH2:32][CH2:33][CH2:34][CH:35]4[CH2:40][CH2:39][NH:38][CH2:37][CH2:36]4)=[C:27]([CH3:41])[CH:26]=3)=[O:24])[CH2:12][C:11]=2[CH:10]=[N:9]1.C(O[BH-](OC(=O)C)OC(=O)C)(=O)C.[Na+]. Given the product [CH3:7][N:8]1[C:17]2[NH:16][C:15]3[CH:18]=[C:19]([CH3:22])[CH:20]=[CH:21][C:14]=3[N:13]([C:23]([C:25]3[CH:30]=[CH:29][C:28]([O:31][CH2:32][CH2:33][CH2:34][CH:35]4[CH2:36][CH2:37][N:38]([CH2:1][CH:2]([CH3:4])[CH3:3])[CH2:39][CH2:40]4)=[C:27]([CH3:41])[CH:26]=3)=[O:24])[CH2:12][C:11]=2[CH:10]=[N:9]1, predict the reactants needed to synthesize it. (7) Given the product [CH2:17]([O:19][C:20](=[O:30])[CH:21]=[CH:22][C:23]1[CH:28]=[CH:27][CH:26]=[C:25]([NH:29][C:14]([C:12]2[O:13][C:9]([C:1](=[O:8])[C:2]3[CH:3]=[CH:4][CH:5]=[CH:6][CH:7]=3)=[CH:10][CH:11]=2)=[O:16])[CH:24]=1)[CH3:18], predict the reactants needed to synthesize it. The reactants are: [C:1]([C:9]1[O:13][C:12]([C:14]([OH:16])=O)=[CH:11][CH:10]=1)(=[O:8])[C:2]1[CH:7]=[CH:6][CH:5]=[CH:4][CH:3]=1.[CH2:17]([O:19][C:20](=[O:30])[CH:21]=[CH:22][C:23]1[CH:28]=[CH:27][CH:26]=[C:25]([NH2:29])[CH:24]=1)[CH3:18].CCN(C(C)C)C(C)C. (8) The reactants are: [OH:1][CH:2]1[CH2:7][CH2:6][N:5]([C:8]([O:10][C:11]([CH3:14])([CH3:13])[CH3:12])=[O:9])[CH2:4][CH2:3]1.ClC(Cl)(O[C:19](=[O:25])OC(Cl)(Cl)Cl)Cl.[CH:27]([N:30]1[CH2:35][CH2:34][NH:33][CH2:32][CH2:31]1)([CH3:29])[CH3:28]. Given the product [CH:27]([N:30]1[CH2:35][CH2:34][N:33]([C:19]([O:1][CH:2]2[CH2:3][CH2:4][N:5]([C:8]([O:10][C:11]([CH3:14])([CH3:13])[CH3:12])=[O:9])[CH2:6][CH2:7]2)=[O:25])[CH2:32][CH2:31]1)([CH3:29])[CH3:28], predict the reactants needed to synthesize it. (9) Given the product [N:1]1[O:2][N:3]=[C:4]2[CH:9]=[C:8]([C:10]([Cl:15])=[O:12])[CH:7]=[CH:6][C:5]=12, predict the reactants needed to synthesize it. The reactants are: [N:1]1[O:2][N:3]=[C:4]2[CH:9]=[C:8]([C:10]([OH:12])=O)[CH:7]=[CH:6][C:5]=12.S(Cl)([Cl:15])=O.CN(C=O)C. (10) Given the product [OH:5][C:3]([C:2]([F:7])([F:6])[F:1])=[O:4].[F:8][C:9]1[C:14]([N:15]2[CH2:19][CH:18]([C:20]([OH:22])=[O:21])[N:17]([CH3:27])[C:16]2=[O:28])=[CH:13][CH:12]=[CH:11][N:10]=1, predict the reactants needed to synthesize it. The reactants are: [F:1][C:2]([F:7])([F:6])[C:3]([OH:5])=[O:4].[F:8][C:9]1[C:14]([N:15]2[CH2:19][C@@H:18]([C:20]([O:22]C(C)(C)C)=[O:21])[N:17]([CH3:27])[C:16]2=[O:28])=[CH:13][CH:12]=[CH:11][N:10]=1.